Dataset: Forward reaction prediction with 1.9M reactions from USPTO patents (1976-2016). Task: Predict the product of the given reaction. (1) Given the reactants [Cl:1][C:2]1[CH:3]=[C:4]([N:8]2[C:12]([CH2:13][NH:14][C:15](=[O:26])[CH:16]([C:18]3[CH:19]=[N:20][C:21]([C:24]#[N:25])=[CH:22][CH:23]=3)[CH3:17])=[CH:11][C:10]([C:27]([F:30])([F:29])[F:28])=[N:9]2)[CH:5]=[CH:6][CH:7]=1.S(=O)(=O)(O)[OH:32], predict the reaction product. The product is: [Cl:1][C:2]1[CH:3]=[C:4]([N:8]2[C:12]([CH2:13][NH:14][C:15](=[O:26])[CH:16]([C:18]3[CH:23]=[CH:22][C:21]([C:24]([NH2:25])=[O:32])=[N:20][CH:19]=3)[CH3:17])=[CH:11][C:10]([C:27]([F:30])([F:28])[F:29])=[N:9]2)[CH:5]=[CH:6][CH:7]=1. (2) Given the reactants [CH3:1][C:2]([CH3:13])([C:7]1[CH:12]=[CH:11][CH:10]=[CH:9][CH:8]=1)[CH2:3][C:4]([OH:6])=[O:5].C(=O)=O.CC(C)=O.C([N-]C(C)C)(C)C.[Li+].[CH3:29][S:30]SC, predict the reaction product. The product is: [CH3:1][C:2]([C:7]1[CH:12]=[CH:11][CH:10]=[CH:9][CH:8]=1)([CH3:13])[CH:3]([S:30][CH3:29])[C:4]([OH:6])=[O:5].